This data is from Reaction yield outcomes from USPTO patents with 853,638 reactions. The task is: Predict the reaction yield, written as a fraction of the theoretical maximum amount of product (1.0 means a 100% yield; for example, 0.34 means a 34% yield). (1) The reactants are [Cl:1][C:2]1[N:7]=[C:6](Cl)[C:5]([C:9]([O:11][CH3:12])=[O:10])=[CH:4][N:3]=1.CCN(C(C)C)C(C)C.[NH2:22][C@@H:23]1[CH2:28][CH2:27][CH2:26][C@H:25]([OH:29])[CH2:24]1. The catalyst is C1COCC1. The product is [Cl:1][C:2]1[N:7]=[C:6]([NH:22][C@@H:23]2[CH2:28][CH2:27][CH2:26][C@H:25]([OH:29])[CH2:24]2)[C:5]([C:9]([O:11][CH3:12])=[O:10])=[CH:4][N:3]=1. The yield is 0.670. (2) The reactants are [OH-].[Na+:2].C([O:5][C:6]([C:8]1[N:16]([CH3:17])[C:15]2[CH:14]=[CH:13][N:12]=[CH:11][C:10]=2[C:9]=1[NH:18][C:19]1[CH:24]=[CH:23][C:22]([I:25])=[CH:21][C:20]=1[F:26])=[O:7])C. No catalyst specified. The product is [Na+:2].[F:26][C:20]1[CH:21]=[C:22]([I:25])[CH:23]=[CH:24][C:19]=1[NH:18][C:9]1[C:10]2[CH:11]=[N:12][CH:13]=[CH:14][C:15]=2[N:16]([CH3:17])[C:8]=1[C:6]([O-:7])=[O:5]. The yield is 1.00. (3) The reactants are [CH3:1][O:2][C:3]1[CH:4]=[C:5]([C:20](O)=[O:21])[C:6]2[O:10][C:9]([C:11]3[CH:16]=[CH:15][C:14]([O:17][CH3:18])=[CH:13][CH:12]=3)=[CH:8][C:7]=2[CH:19]=1.Cl.[CH3:24][NH:25][O:26][CH3:27].CCN=C=NCCCN(C)C.Cl. The catalyst is CN(C1C=CN=CC=1)C.CN(C=O)C. The product is [CH3:27][O:26][N:25]([CH3:24])[C:20]([C:5]1[C:6]2[O:10][C:9]([C:11]3[CH:12]=[CH:13][C:14]([O:17][CH3:18])=[CH:15][CH:16]=3)=[CH:8][C:7]=2[CH:19]=[C:3]([O:2][CH3:1])[CH:4]=1)=[O:21]. The yield is 0.740. (4) The reactants are [CH3:1][O:2][C:3](=[O:28])[CH2:4][CH2:5][CH2:6][O:7][C:8]1[CH:13]=[C:12]([N+:14]([O-])=O)[C:11]([C:17]([N:19]2[CH2:23][CH2:22][CH2:21][CH:20]2[CH2:24][OH:25])=[O:18])=[CH:10][C:9]=1[O:26][CH3:27].[H][H].CCOC(C)=O. The catalyst is C(O)C.[Pd]. The product is [CH3:1][O:2][C:3](=[O:28])[CH2:4][CH2:5][CH2:6][O:7][C:8]1[CH:13]=[C:12]([NH2:14])[C:11]([C:17]([N:19]2[CH2:23][CH2:22][CH2:21][CH:20]2[CH2:24][OH:25])=[O:18])=[CH:10][C:9]=1[O:26][CH3:27]. The yield is 1.00. (5) The reactants are [CH3:1][C:2]1[NH:3][C:4](=[O:26])[C:5]([CH2:11][C:12]2[CH:17]=[CH:16][C:15]([C:18]3[C:19]([C:24]#[N:25])=[CH:20][CH:21]=[CH:22][CH:23]=3)=[CH:14][CH:13]=2)=[C:6]([CH2:8][CH2:9][CH3:10])[N:7]=1.[H-].[Na+].CN(C)C=O.Br[CH2:35][C:36]1[CH:45]=[CH:44][CH:43]=[CH:42][C:37]=1[C:38]([O:40][CH3:41])=[O:39]. The catalyst is C(OCC)(=O)C. The product is [C:24]([C:19]1[CH:20]=[CH:21][CH:22]=[CH:23][C:18]=1[C:15]1[CH:16]=[CH:17][C:12]([CH2:11][C:5]2[C:4](=[O:26])[N:3]([CH2:35][C:36]3[CH:45]=[CH:44][CH:43]=[CH:42][C:37]=3[C:38]([O:40][CH3:41])=[O:39])[C:2]([CH3:1])=[N:7][C:6]=2[CH2:8][CH2:9][CH3:10])=[CH:13][CH:14]=1)#[N:25]. The yield is 0.400. (6) The reactants are [OH:1][C:2]1[CH:9]=[CH:8][C:5]([CH2:6][OH:7])=[CH:4][CH:3]=1.[CH3:10][CH:11]([CH3:21])[CH2:12][CH2:13][CH2:14][CH2:15][CH2:16][CH2:17][C:18](O)=[O:19].O. The product is [CH3:10][CH:11]([CH3:21])[CH2:12][CH2:13][CH2:14][CH2:15][CH2:16][CH2:17][C:18]([O:7][CH2:6][C:5]1[CH:8]=[CH:9][C:2]([OH:1])=[CH:3][CH:4]=1)=[O:19]. The yield is 0.673. The catalyst is CCCCCC.